This data is from NCI-60 drug combinations with 297,098 pairs across 59 cell lines. The task is: Regression. Given two drug SMILES strings and cell line genomic features, predict the synergy score measuring deviation from expected non-interaction effect. (1) Drug 1: CC1=C(C(=CC=C1)Cl)NC(=O)C2=CN=C(S2)NC3=CC(=NC(=N3)C)N4CCN(CC4)CCO. Drug 2: CCC1(C2=C(COC1=O)C(=O)N3CC4=CC5=C(C=CC(=C5CN(C)C)O)N=C4C3=C2)O.Cl. Cell line: NCIH23. Synergy scores: CSS=38.1, Synergy_ZIP=-10.2, Synergy_Bliss=-5.28, Synergy_Loewe=-6.29, Synergy_HSA=-5.30. (2) Synergy scores: CSS=6.81, Synergy_ZIP=-5.53, Synergy_Bliss=-2.23, Synergy_Loewe=-7.00, Synergy_HSA=-3.86. Drug 2: C1CCC(CC1)NC(=O)N(CCCl)N=O. Cell line: HT29. Drug 1: CC(C1=C(C=CC(=C1Cl)F)Cl)OC2=C(N=CC(=C2)C3=CN(N=C3)C4CCNCC4)N. (3) Synergy scores: CSS=35.6, Synergy_ZIP=2.18, Synergy_Bliss=3.90, Synergy_Loewe=-9.09, Synergy_HSA=2.83. Cell line: SK-MEL-5. Drug 2: CN(CCCl)CCCl.Cl. Drug 1: CC1=C2C(C(=O)C3(C(CC4C(C3C(C(C2(C)C)(CC1OC(=O)C(C(C5=CC=CC=C5)NC(=O)OC(C)(C)C)O)O)OC(=O)C6=CC=CC=C6)(CO4)OC(=O)C)OC)C)OC. (4) Drug 1: CCC1(CC2CC(C3=C(CCN(C2)C1)C4=CC=CC=C4N3)(C5=C(C=C6C(=C5)C78CCN9C7C(C=CC9)(C(C(C8N6C)(C(=O)OC)O)OC(=O)C)CC)OC)C(=O)OC)O.OS(=O)(=O)O. Drug 2: C1C(C(OC1N2C=NC3=C2NC=NCC3O)CO)O. Cell line: SF-268. Synergy scores: CSS=-2.08, Synergy_ZIP=0.649, Synergy_Bliss=0.406, Synergy_Loewe=-1.81, Synergy_HSA=-1.42. (5) Drug 1: C1=NC2=C(N1)C(=S)N=C(N2)N. Drug 2: CC12CCC3C(C1CCC2OP(=O)(O)O)CCC4=C3C=CC(=C4)OC(=O)N(CCCl)CCCl.[Na+]. Cell line: SN12C. Synergy scores: CSS=19.8, Synergy_ZIP=-8.58, Synergy_Bliss=-10.4, Synergy_Loewe=-9.98, Synergy_HSA=-8.40. (6) Drug 1: CC(CN1CC(=O)NC(=O)C1)N2CC(=O)NC(=O)C2. Cell line: NCI-H460. Drug 2: C1=C(C(=O)NC(=O)N1)F. Synergy scores: CSS=66.6, Synergy_ZIP=-4.09, Synergy_Bliss=-7.18, Synergy_Loewe=-5.94, Synergy_HSA=-1.42. (7) Drug 1: CC1=C(C=C(C=C1)NC2=NC=CC(=N2)N(C)C3=CC4=NN(C(=C4C=C3)C)C)S(=O)(=O)N.Cl. Drug 2: C(CN)CNCCSP(=O)(O)O. Cell line: T-47D. Synergy scores: CSS=-2.08, Synergy_ZIP=0.814, Synergy_Bliss=2.15, Synergy_Loewe=-0.143, Synergy_HSA=1.28.